From a dataset of Catalyst prediction with 721,799 reactions and 888 catalyst types from USPTO. Predict which catalyst facilitates the given reaction. (1) Reactant: [H-].[Na+].[C:3]([O:7][C:8]([N:10]1[CH2:15][CH2:14][CH:13]([C:16](=[O:27])[NH:17][C:18]2[C:23]([CH3:24])=[CH:22][C:21]([CH3:25])=[CH:20][C:19]=2[Br:26])[CH2:12][CH2:11]1)=[O:9])([CH3:6])([CH3:5])[CH3:4].[CH2:28](Cl)[C:29]1[CH:34]=[CH:33][CH:32]=[CH:31][CH:30]=1. Product: [C:3]([O:7][C:8]([N:10]1[CH2:15][CH2:14][CH:13]([C:16](=[O:27])[N:17]([CH2:28][C:29]2[CH:34]=[CH:33][CH:32]=[CH:31][CH:30]=2)[C:18]2[C:23]([CH3:24])=[CH:22][C:21]([CH3:25])=[CH:20][C:19]=2[Br:26])[CH2:12][CH2:11]1)=[O:9])([CH3:6])([CH3:4])[CH3:5]. The catalyst class is: 3. (2) Reactant: [CH:1]12[CH2:7][CH:4]([CH2:5][CH2:6]1)[CH:3]1[C:8](=[O:12])[NH:9][C:10](=[O:11])[CH:2]21.[CH2:13](Br)[C:14]#[CH:15].C([O-])([O-])=O.[K+].[K+]. Product: [CH2:15]([N:9]1[C:10](=[O:11])[CH:2]2[CH:3]([CH:4]3[CH2:7][CH:1]2[CH2:6][CH2:5]3)[C:8]1=[O:12])[C:14]#[CH:13]. The catalyst class is: 23. (3) Reactant: O.[Na].[N+:3]([CH:6]([CH:9]=O)[CH:7]=O)([O-:5])=[O:4].[NH2:11][C:12]1[N:16]([S:17]([C:20]2[CH:26]=[CH:25][C:23]([CH3:24])=[CH:22][CH:21]=2)(=[O:19])=[O:18])[N:15]=[C:14]([OH:27])[CH:13]=1. Product: [N+:3]([C:6]1[CH:7]=[C:13]2[C:14]([OH:27])=[N:15][N:16]([S:17]([C:20]3[CH:26]=[CH:25][C:23]([CH3:24])=[CH:22][CH:21]=3)(=[O:19])=[O:18])[C:12]2=[N:11][CH:9]=1)([O-:5])=[O:4]. The catalyst class is: 86. (4) Reactant: I[C:2]1[CH:7]=[CH:6][C:5]([CH:8]2[C:17]3[C:12](=[CH:13][C:14]([OH:18])=[CH:15][CH:16]=3)[CH2:11][CH2:10][N:9]2[C:19]2[CH:24]=[CH:23][CH:22]=[CH:21][CH:20]=2)=[CH:4][CH:3]=1.C(N(CC)CC)C.[C:32]([NH2:36])(=[O:35])[CH:33]=[CH2:34]. Product: [OH:18][C:14]1[CH:13]=[C:12]2[C:17](=[CH:16][CH:15]=1)[CH:8]([C:5]1[CH:4]=[CH:3][C:2](/[CH:34]=[CH:33]/[C:32]([NH2:36])=[O:35])=[CH:7][CH:6]=1)[N:9]([C:19]1[CH:20]=[CH:21][CH:22]=[CH:23][CH:24]=1)[CH2:10][CH2:11]2. The catalyst class is: 339. (5) Reactant: C([O:9][CH2:10][C@H:11]([C:35]1[CH:40]=[C:39]([C:41]([F:44])([F:43])[F:42])[CH:38]=[C:37]([C:45]([F:48])([F:47])[F:46])[CH:36]=1)[O:12][C@H:13]1[CH2:21][CH2:20][C@H:19]2[C@@H:15]([CH2:16][N:17]([C:22]3[O:23][CH2:24][C:25](=[O:27])[N:26]=3)[CH2:18]2)[C@@H:14]1[C:28]1[CH:33]=[CH:32][CH:31]=[CH:30][C:29]=1[CH3:34])(=O)C1C=CC=CC=1.[OH-].[Na+]. Product: [F:47][C:45]([F:46])([F:48])[C:37]1[CH:36]=[C:35]([C@H:11]([O:12][C@H:13]2[CH2:21][CH2:20][C@H:19]3[C@@H:15]([CH2:16][N:17]([C:22]4[O:23][CH2:24][C:25](=[O:27])[N:26]=4)[CH2:18]3)[C@@H:14]2[C:28]2[CH:33]=[CH:32][CH:31]=[CH:30][C:29]=2[CH3:34])[CH2:10][OH:9])[CH:40]=[C:39]([C:41]([F:42])([F:44])[F:43])[CH:38]=1. The catalyst class is: 275. (6) Reactant: [CH3:1][N:2]1[CH:6]=[CH:5][CH:4]=[C:3]1[C:7]#[N:8].[N+:9]([O-])([OH:11])=[O:10]. Product: [N+:9]([C:6]1[N:2]([CH3:1])[C:3]([C:7]#[N:8])=[CH:4][CH:5]=1)([O-:11])=[O:10]. The catalyst class is: 152.